From a dataset of NCI-60 drug combinations with 297,098 pairs across 59 cell lines. Regression. Given two drug SMILES strings and cell line genomic features, predict the synergy score measuring deviation from expected non-interaction effect. (1) Drug 1: C1=CC(=CC=C1CCCC(=O)O)N(CCCl)CCCl. Drug 2: CC1=C(C=C(C=C1)NC(=O)C2=CC=C(C=C2)CN3CCN(CC3)C)NC4=NC=CC(=N4)C5=CN=CC=C5. Cell line: SNB-19. Synergy scores: CSS=17.0, Synergy_ZIP=4.84, Synergy_Bliss=5.45, Synergy_Loewe=1.26, Synergy_HSA=3.21. (2) Drug 1: C1=CN(C(=O)N=C1N)C2C(C(C(O2)CO)O)O.Cl. Drug 2: CCC1(C2=C(COC1=O)C(=O)N3CC4=CC5=C(C=CC(=C5CN(C)C)O)N=C4C3=C2)O.Cl. Cell line: NCI-H226. Synergy scores: CSS=17.1, Synergy_ZIP=-2.82, Synergy_Bliss=-1.24, Synergy_Loewe=-39.8, Synergy_HSA=-1.34.